This data is from Reaction yield outcomes from USPTO patents with 853,638 reactions. The task is: Predict the reaction yield, written as a fraction of the theoretical maximum amount of product (1.0 means a 100% yield; for example, 0.34 means a 34% yield). (1) The reactants are [CH2:1]([N:8]1[C:12](=[O:13])[N:11]([C:14]2[CH:15]=[N:16][N:17]([CH2:19][C:20]3[C:21]([CH3:26])=[N:22][O:23][C:24]=3[CH3:25])[CH:18]=2)[C:10](=[O:27])[NH:9]1)[C:2]1[CH:7]=[CH:6][CH:5]=[CH:4][CH:3]=1.Br[CH2:29][CH2:30][CH3:31]. No catalyst specified. The product is [CH2:1]([N:8]1[C:12](=[O:13])[N:11]([C:14]2[CH:15]=[N:16][N:17]([CH2:19][C:20]3[C:21]([CH3:26])=[N:22][O:23][C:24]=3[CH3:25])[CH:18]=2)[C:10](=[O:27])[N:9]1[CH2:29][CH2:30][CH3:31])[C:2]1[CH:3]=[CH:4][CH:5]=[CH:6][CH:7]=1. The yield is 0.380. (2) The reactants are C[O:2][P:3]([C:6]1[CH:11]=[CH:10][CH:9]=[CH:8][CH:7]=1)[O:4][CH3:5].[C:12]([C:16]1[CH:17]=[C:18]([CH:21]=[C:22]([C:25]([CH3:28])([CH3:27])[CH3:26])[C:23]=1[OH:24])[CH2:19]Cl)([CH3:15])([CH3:14])[CH3:13]. No catalyst specified. The product is [CH3:5][O:4][P:3]([CH2:19][C:18]1[CH:17]=[C:16]([C:12]([CH3:13])([CH3:15])[CH3:14])[C:23]([OH:24])=[C:22]([C:25]([CH3:28])([CH3:27])[CH3:26])[CH:21]=1)([C:6]1[CH:11]=[CH:10][CH:9]=[CH:8][CH:7]=1)=[O:2]. The yield is 0.830.